Dataset: Forward reaction prediction with 1.9M reactions from USPTO patents (1976-2016). Task: Predict the product of the given reaction. (1) Given the reactants [Cl:1][C:2]1[N:7]=[C:6]([N:8]([CH3:28])[C:9]2[CH:27]=[CH:26][C:12]3[N:13]([CH3:25])[C:14]([NH:16][CH:17]([C:19]4[CH:24]=[CH:23][CH:22]=[CH:21][CH:20]=4)[CH3:18])=[N:15][C:11]=3[CH:10]=2)[CH:5]=[CH:4][N:3]=1.[CH3:29][S:30]([CH2:33][C:34]1[CH:40]=[CH:39][C:37]([NH2:38])=[CH:36][CH:35]=1)(=[O:32])=[O:31], predict the reaction product. The product is: [ClH:1].[CH3:29][S:30]([CH2:33][C:34]1[CH:40]=[CH:39][C:37]([NH:38][C:2]2[N:7]=[C:6]([N:8]([CH3:28])[C:9]3[CH:27]=[CH:26][C:12]4[N:13]([CH3:25])[C:14]([NH:16][CH:17]([C:19]5[CH:24]=[CH:23][CH:22]=[CH:21][CH:20]=5)[CH3:18])=[N:15][C:11]=4[CH:10]=3)[CH:5]=[CH:4][N:3]=2)=[CH:36][CH:35]=1)(=[O:31])=[O:32]. (2) Given the reactants [NH:1](C(OCC(Cl)(Cl)[Cl:26])=O)[C@H:2]([C:17]([O:19][CH3:20])=[O:18])[CH2:3][CH2:4][CH2:5][NH:6][C:7]([O:9][CH2:10][C:11]1[CH:16]=[CH:15][CH:14]=[CH:13][CH:12]=1)=[O:8].[NH4+].[OH-].[NH2:31][C@H:32]([C:47]([O:49][CH3:50])=[O:48])[CH2:33][CH2:34][CH2:35][NH:36][C:37]([O:39][CH2:40][C:41]1[CH:46]=[CH:45][CH:44]=[CH:43][CH:42]=1)=[O:38].Cl, predict the reaction product. The product is: [NH2:1][C@H:2]([C:17]([O:19][CH3:20])=[O:18])[CH2:3][CH2:4][CH2:5][NH:6][C:7]([O:9][CH2:10][C:11]1[CH:16]=[CH:15][CH:14]=[CH:13][CH:12]=1)=[O:8].[ClH:26].[NH2:31][C@H:32]([C:47]([O:49][CH3:50])=[O:48])[CH2:33][CH2:34][CH2:35][NH:36][C:37]([O:39][CH2:40][C:41]1[CH:46]=[CH:45][CH:44]=[CH:43][CH:42]=1)=[O:38]. (3) Given the reactants [Li]CCCC.[F:6][C:7]1[CH:8]=[N:9][C:10]2[C:15]([CH:16]=1)=[CH:14][C:13]([O:17][CH3:18])=[CH:12][CH:11]=2.CN([CH:22]=[O:23])C, predict the reaction product. The product is: [F:6][C:7]1[CH:8]=[N:9][C:10]2[C:15]([C:16]=1[CH:22]=[O:23])=[CH:14][C:13]([O:17][CH3:18])=[CH:12][CH:11]=2. (4) Given the reactants [C:1]([C:9]1[CH:14]=[CH:13][C:12](Br)=[CH:11][CH:10]=1)(=[O:8])[C:2]1[CH:7]=[CH:6][CH:5]=[CH:4][CH:3]=1.[NH2:16][C:17]1[N:18]([CH3:23])[N:19]=[CH:20][C:21]=1[Br:22].C(=O)([O-])[O-].[Cs+].[Cs+].C1C=CC(P(C2C(C3C(P(C4C=CC=CC=4)C4C=CC=CC=4)=CC=C4C=3C=CC=C4)=C3C(C=CC=C3)=CC=2)C2C=CC=CC=2)=CC=1, predict the reaction product. The product is: [Br:22][C:21]1[CH:20]=[N:19][N:18]([CH3:23])[C:17]=1[NH:16][C:12]1[CH:13]=[CH:14][C:9]([C:1]([C:2]2[CH:7]=[CH:6][CH:5]=[CH:4][CH:3]=2)=[O:8])=[CH:10][CH:11]=1. (5) Given the reactants [Li+].[CH3:2]C([N-]C(C)C)C.CN1C(=O)N(C)CCC1.[CH3:18][O:19][C:20]1[CH:25]=[CH:24][C:23]([CH2:26][CH2:27][C:28]([O:30][C:31]([CH3:34])([CH3:33])[CH3:32])=[O:29])=[CH:22][CH:21]=1.CI, predict the reaction product. The product is: [CH3:18][O:19][C:20]1[CH:25]=[CH:24][C:23]([CH2:26][CH:27]([CH3:2])[C:28]([O:30][C:31]([CH3:34])([CH3:33])[CH3:32])=[O:29])=[CH:22][CH:21]=1.